Predict the reaction yield, written as a fraction of the theoretical maximum amount of product (1.0 means a 100% yield; for example, 0.34 means a 34% yield). From a dataset of Reaction yield outcomes from USPTO patents with 853,638 reactions. (1) The reactants are Br[C:2]1[C:8]([F:9])=[CH:7][C:5]([NH2:6])=[CH:4][C:3]=1[F:10].C(=O)([O-])[O-].[Cs+].[Cs+].[CH:17]1([B-](F)(F)F)[CH2:19][CH2:18]1.[K]. The catalyst is C([O-])(=O)C.[Pd+2].C([O-])(=O)C.I.C12(P(C34CC5CC(CC(C5)C3)C4)CCCC)CC3CC(CC(C3)C1)C2.O.C1(C)C=CC=CC=1. The product is [CH:17]1([C:2]2[C:8]([F:9])=[CH:7][C:5]([NH2:6])=[CH:4][C:3]=2[F:10])[CH2:19][CH2:18]1. The yield is 0.820. (2) The reactants are [CH3:1][N:2]1[C:6]([C:7]2[CH:8]=[C:9]([NH2:22])[CH:10]=[CH:11][C:12]=2[O:13][CH2:14][CH2:15][N:16]2[CH2:21][CH2:20][O:19][CH2:18][CH2:17]2)=[CH:5][CH:4]=[N:3]1.[CH3:23][O:24][C:25]1[CH:26]=[C:27]([CH:31]=[CH:32][CH:33]=1)[C:28](Cl)=[O:29].C(N(CC)CC)C. The catalyst is C1COCC1. The product is [CH3:23][O:24][C:25]1[CH:26]=[C:27]([CH:31]=[CH:32][CH:33]=1)[C:28]([NH:22][C:9]1[CH:10]=[CH:11][C:12]([O:13][CH2:14][CH2:15][N:16]2[CH2:21][CH2:20][O:19][CH2:18][CH2:17]2)=[C:7]([C:6]2[N:2]([CH3:1])[N:3]=[CH:4][CH:5]=2)[CH:8]=1)=[O:29]. The yield is 0.510. (3) The reactants are [N:1]([O-])=O.[Na+].[Cl:5][C:6]1[N:11]=[CH:10][N:9]=[C:8]([NH:12][C:13]2[CH:18]=[CH:17][CH:16]=[CH:15][C:14]=2[CH3:19])[C:7]=1[NH2:20]. The catalyst is C(O)(=O)C.C(Cl)Cl. The product is [Cl:5][C:6]1[C:7]2[N:20]=[N:1][N:12]([C:13]3[CH:18]=[CH:17][CH:16]=[CH:15][C:14]=3[CH3:19])[C:8]=2[N:9]=[CH:10][N:11]=1. The yield is 0.940.